Dataset: Reaction yield outcomes from USPTO patents with 853,638 reactions. Task: Predict the reaction yield, written as a fraction of the theoretical maximum amount of product (1.0 means a 100% yield; for example, 0.34 means a 34% yield). (1) The reactants are [Br:1][C:2]1[C:3](=[O:9])[NH:4][C:5]([Cl:8])=[N:6][CH:7]=1.[CH3:10]N(C=O)C.[H-].[Li+].IC. The catalyst is COCCOC. The product is [Br:1][C:2]1[C:3](=[O:9])[N:4]([CH3:10])[C:5]([Cl:8])=[N:6][CH:7]=1. The yield is 0.720. (2) The reactants are CC1(C)C(C)(C)OB([C:9]2[CH2:10][CH2:11][O:12][CH2:13][CH:14]=2)O1.COC1C=CC=C(OC)C=1C1C=CC=CC=1P(C1CCCCC1)C1CCCCC1.[O-]P([O-])([O-])=O.[K+].[K+].[K+].Br[C:54]1[CH:61]=[CH:60][C:57]([NH:58][CH3:59])=[CH:56][CH:55]=1. The catalyst is C1(C)C=CC=CC=1.O.C1C=CC(/C=C/C(/C=C/C2C=CC=CC=2)=O)=CC=1.C1C=CC(/C=C/C(/C=C/C2C=CC=CC=2)=O)=CC=1.C1C=CC(/C=C/C(/C=C/C2C=CC=CC=2)=O)=CC=1.[Pd].[Pd]. The product is [O:12]1[CH2:13][CH:14]=[C:9]([C:54]2[CH:61]=[CH:60][C:57]([NH:58][CH3:59])=[CH:56][CH:55]=2)[CH2:10][CH2:11]1. The yield is 0.760. (3) The reactants are [CH2:1]([C@@H:8]1[CH2:12][O:11][C:10](=[O:13])[N:9]1[C:14](=[O:36])[C@H:15]([CH2:19][C:20]1[C:25]([Cl:26])=[CH:24][C:23]([O:27][CH2:28][C:29]2[CH:34]=[CH:33][CH:32]=[CH:31][CH:30]=2)=[CH:22][C:21]=1[Cl:35])[CH2:16][CH:17]=C)[C:2]1[CH:7]=[CH:6][CH:5]=[CH:4][CH:3]=1.C1C[O:40]CC1.C(O)(C)(C)C.I([O-])(=O)(=O)=O.[Na+]. The catalyst is [Os](=O)(=O)(=O)=O.O. The product is [CH2:1]([C@@H:8]1[CH2:12][O:11][C:10](=[O:13])[N:9]1[C:14](=[O:36])[C@H:15]([CH2:19][C:20]1[C:25]([Cl:26])=[CH:24][C:23]([O:27][CH2:28][C:29]2[CH:34]=[CH:33][CH:32]=[CH:31][CH:30]=2)=[CH:22][C:21]=1[Cl:35])[CH2:16][CH:17]=[O:40])[C:2]1[CH:3]=[CH:4][CH:5]=[CH:6][CH:7]=1. The yield is 0.480. (4) The reactants are Br[C:2]1[CH:10]=[CH:9][CH:8]=[C:7]2[C:3]=1[CH2:4][N:5]([C:11]([O:13][C:14]([CH3:17])([CH3:16])[CH3:15])=[O:12])[CH2:6]2.[B:18]1([B:18]2[O:22][C:21]([CH3:24])([CH3:23])[C:20]([CH3:26])([CH3:25])[O:19]2)[O:22][C:21]([CH3:24])([CH3:23])[C:20]([CH3:26])([CH3:25])[O:19]1.C([O-])(=O)C.[K+]. The catalyst is CN(C=O)C.CCOC(C)=O. The product is [CH3:25][C:20]1([CH3:26])[C:21]([CH3:24])([CH3:23])[O:22][B:18]([C:2]2[CH:10]=[CH:9][CH:8]=[C:7]3[C:3]=2[CH2:4][N:5]([C:11]([O:13][C:14]([CH3:17])([CH3:16])[CH3:15])=[O:12])[CH2:6]3)[O:19]1. The yield is 0.800. (5) The reactants are Br[C:2]1[CH:3]=[CH:4][C:5]2[O:9][CH:8]=[CH:7][C:6]=2[CH:10]=1.[Br-].[CH:12]1([Zn+])[CH2:17][CH2:16][CH2:15][CH2:14][CH2:13]1. The catalyst is C1COCC1.C(OCC)(=O)C.CC(C)([P](C(C)(C)C)([Pd][P](C(C)(C)C)(C(C)(C)C)C(C)(C)C)C(C)(C)C)C. The product is [CH:12]1([C:2]2[CH:3]=[CH:4][C:5]3[O:9][CH:8]=[CH:7][C:6]=3[CH:10]=2)[CH2:17][CH2:16][CH2:15][CH2:14][CH2:13]1. The yield is 0.430. (6) The reactants are C([O:8][C:9]1[CH:10]=[C:11]([CH2:15][CH2:16][CH2:17][CH2:18][CH2:19][CH2:20][CH2:21][S:22]([F:25])(=[O:24])=[O:23])[CH:12]=[CH:13][CH:14]=1)C1C=CC=CC=1.B(F)(F)F.CCOCC. The catalyst is C(S)(S)C. The product is [OH:8][C:9]1[CH:10]=[C:11]([CH2:15][CH2:16][CH2:17][CH2:18][CH2:19][CH2:20][CH2:21][S:22]([F:25])(=[O:24])=[O:23])[CH:12]=[CH:13][CH:14]=1. The yield is 0.690. (7) The reactants are [CH2:1]1[C:10]2[C:5](=[CH:6][C:7](C(O)=O)=[CH:8][CH:9]=2)[CH2:4][CH2:3][C:2]1=[O:14].O[N:16]1[C:20](=[O:21])[CH2:19][CH2:18]C1=O.C1(N=C=NC2CCCCC2)CCCCC1.[NH:38]1CC[O:41][CH2:40][CH2:39]1. The catalyst is C(Cl)Cl. The product is [CH2:1]1[C:10]2[C:5](=[CH:6][CH:7]=[CH:8][CH:9]=2)[CH2:4][CH2:3][C:2]1=[O:14].[NH:38]1[CH2:18][CH:19]([C:20]([NH2:16])=[O:21])[O:41][CH2:40][CH2:39]1. The yield is 0.510. (8) The reactants are [NH2:1][CH2:2][CH2:3][CH2:4][CH2:5][C@H:6]([N:17]([S:22]([C:25]1[CH:30]=[CH:29][C:28]([NH2:31])=[CH:27][CH:26]=1)(=[O:24])=[O:23])[CH2:18][CH:19]([CH3:21])[CH3:20])[CH2:7][O:8][C:9](=[O:16])[C:10]1[CH:15]=[CH:14][CH:13]=[N:12][CH:11]=1.C(N(CC)CC)C.C(Cl)CCl.C1C=CC2N(O)N=NC=2C=1.[CH3:53][O:54][C:55]([NH:57][C@@H:58]([CH:62]([C:69]1[CH:74]=[CH:73][CH:72]=[CH:71][CH:70]=1)[C:63]1[CH:68]=[CH:67][CH:66]=[CH:65][CH:64]=1)[C:59](O)=[O:60])=[O:56]. The catalyst is CN(C=O)C. The product is [NH2:31][C:28]1[CH:27]=[CH:26][C:25]([S:22]([N:17]([CH2:18][CH:19]([CH3:21])[CH3:20])[C@@H:6]([CH2:5][CH2:4][CH2:3][CH2:2][NH:1][C:59](=[O:60])[C@@H:58]([NH:57][C:55]([O:54][CH3:53])=[O:56])[CH:62]([C:69]2[CH:70]=[CH:71][CH:72]=[CH:73][CH:74]=2)[C:63]2[CH:68]=[CH:67][CH:66]=[CH:65][CH:64]=2)[CH2:7][O:8][C:9](=[O:16])[C:10]2[CH:15]=[CH:14][CH:13]=[N:12][CH:11]=2)(=[O:24])=[O:23])=[CH:30][CH:29]=1. The yield is 0.200. (9) The reactants are Cl[C:2]1[C:11]2[C:6](=[C:7]([F:14])[C:8]([O:12][CH3:13])=[CH:9][CH:10]=2)[CH:5]=[CH:4][N:3]=1.[F-:15].[Cs+]. The catalyst is CS(C)=O. The product is [F:15][C:2]1[C:11]2[C:6](=[C:7]([F:14])[C:8]([O:12][CH3:13])=[CH:9][CH:10]=2)[CH:5]=[CH:4][N:3]=1. The yield is 0.740. (10) The reactants are Br[C:2]1[S:3][C:4]([C:22]2[CH:27]=[CH:26][N:25]=[C:24]([S:28][CH3:29])[N:23]=2)=[C:5]([C:7]2[C:8]([F:21])=[C:9]([NH:14][C:15](=[O:20])[C:16]([CH3:19])([CH3:18])[CH3:17])[CH:10]=[C:11]([Cl:13])[CH:12]=2)[N:6]=1.[CH:30]1(B(O)O)[CH2:32][CH2:31]1.P([O-])([O-])([O-])=O.[K+].[K+].[K+].C1(P(C2CCCCC2)C2CCCCC2)CCCCC1. The catalyst is C1(C)C=CC=CC=1.O.CC([O-])=O.CC([O-])=O.[Pd+2]. The product is [Cl:13][C:11]1[CH:12]=[C:7]([C:5]2[N:6]=[C:2]([CH:30]3[CH2:32][CH2:31]3)[S:3][C:4]=2[C:22]2[CH:27]=[CH:26][N:25]=[C:24]([S:28][CH3:29])[N:23]=2)[C:8]([F:21])=[C:9]([NH:14][C:15](=[O:20])[C:16]([CH3:19])([CH3:18])[CH3:17])[CH:10]=1. The yield is 0.390.